The task is: Predict the reactants needed to synthesize the given product.. This data is from Full USPTO retrosynthesis dataset with 1.9M reactions from patents (1976-2016). (1) Given the product [F:1][C:2]1[CH:7]=[CH:6][C:5]([NH2:8])=[CH:4][C:3]=1[C:11]1[CH:16]=[CH:15][CH:14]=[CH:13][C:12]=1[S:17][CH3:18], predict the reactants needed to synthesize it. The reactants are: [F:1][C:2]1[CH:7]=[CH:6][C:5]([N+:8]([O-])=O)=[CH:4][C:3]=1[C:11]1[CH:16]=[CH:15][CH:14]=[CH:13][C:12]=1[S:17][CH3:18].O.O.[Sn](Cl)Cl. (2) Given the product [Br:14][CH2:10][C:7]1[CH:8]=[CH:9][C:4]([O:3][CH2:1][CH3:2])=[CH:5][C:6]=1[N+:11]([O-:13])=[O:12], predict the reactants needed to synthesize it. The reactants are: [CH2:1]([O:3][C:4]1[CH:9]=[CH:8][C:7]([CH3:10])=[C:6]([N+:11]([O-:13])=[O:12])[CH:5]=1)[CH3:2].[Br:14]N1C(=O)CCC1=O. (3) Given the product [C:33]([O:32][C:31](=[O:37])[NH:30][C:26]1([C:23]2[CH:24]=[CH:25][C:20]([C:11]3[C:12]([C:14]4[CH:15]=[CH:16][CH:17]=[CH:18][CH:19]=4)=[CH:13][C:7]4[N:6]([CH2:46][C:47]#[N:48])[C:5](=[O:38])[CH:4]([CH2:3][CH2:2][OH:1])[O:9][C:8]=4[N:10]=3)=[CH:21][CH:22]=2)[CH2:27][CH2:28][CH2:29]1)([CH3:35])([CH3:34])[CH3:36], predict the reactants needed to synthesize it. The reactants are: [OH:1][CH2:2][CH2:3][CH:4]1[O:9][C:8]2[N:10]=[C:11]([C:20]3[CH:25]=[CH:24][C:23]([C:26]4([NH:30][C:31](=[O:37])[O:32][C:33]([CH3:36])([CH3:35])[CH3:34])[CH2:29][CH2:28][CH2:27]4)=[CH:22][CH:21]=3)[C:12]([C:14]3[CH:19]=[CH:18][CH:17]=[CH:16][CH:15]=3)=[CH:13][C:7]=2[NH:6][C:5]1=[O:38].C(=O)([O-])[O-].[K+].[K+].Br[CH2:46][C:47]#[N:48].